Dataset: Reaction yield outcomes from USPTO patents with 853,638 reactions. Task: Predict the reaction yield, written as a fraction of the theoretical maximum amount of product (1.0 means a 100% yield; for example, 0.34 means a 34% yield). (1) The reactants are [CH3:1][O:2][C:3](=[O:17])[NH:4][C:5]1[S:6][C:7]2[C:13]([NH2:14])=[CH:12][CH:11]=[C:10]([O:15][CH3:16])[C:8]=2[N:9]=1.C(=O)([O-])[O-].[K+].[K+].Br.Br[CH2:26][C:27]1[CH:32]=[CH:31][CH:30]=[CH:29][N:28]=1. No catalyst specified. The product is [CH3:1][O:2][C:3](=[O:17])[NH:4][C:5]1[S:6][C:7]2[C:13]([NH:14][CH2:26][C:27]3[CH:32]=[CH:31][CH:30]=[CH:29][N:28]=3)=[CH:12][CH:11]=[C:10]([O:15][CH3:16])[C:8]=2[N:9]=1. The yield is 0.370. (2) The reactants are [F:1][C:2]1[CH:3]=[C:4]([S:9][C:10]2[CH:11]=[C:12]3[C:18]([NH:19][C:20](=O)[C:21]4[CH:26]=[CH:25][C:24]([N:27]5[CH2:32][CH2:31][N:30]([CH3:33])[CH2:29][CH2:28]5)=[CH:23][C:22]=4[NH:34][CH:35]4[CH2:40][CH2:39][O:38][CH2:37][CH2:36]4)=[N:17][NH:16][C:13]3=[N:14][CH:15]=2)[CH:5]=[C:6]([F:8])[CH:7]=1.[H-].[H-].[H-].[H-].[Li+].[Al+3].O.[OH-].[Na+]. The catalyst is O1CCCC1. The product is [F:1][C:2]1[CH:3]=[C:4]([S:9][C:10]2[CH:11]=[C:12]3[C:18]([NH:19][CH2:20][C:21]4[CH:26]=[CH:25][C:24]([N:27]5[CH2:32][CH2:31][N:30]([CH3:33])[CH2:29][CH2:28]5)=[CH:23][C:22]=4[NH:34][CH:35]4[CH2:36][CH2:37][O:38][CH2:39][CH2:40]4)=[N:17][NH:16][C:13]3=[N:14][CH:15]=2)[CH:5]=[C:6]([F:8])[CH:7]=1. The yield is 0.170. (3) The catalyst is O1CCCC1.C(O)C. The yield is 0.820. The product is [CH3:13][N:5]1[C:6]2[CH:11]=[CH:10][CH:9]=[CH:8][C:7]=2[O:3][C:4]1=[O:12]. The reactants are [H-].[Na+].[O:3]1[C:7]2[CH:8]=[CH:9][CH:10]=[CH:11][C:6]=2[NH:5][C:4]1=[O:12].[CH3:13]I. (4) The reactants are [NH2:1][C:2]1([CH3:23])[CH2:7][CH2:6][N:5]([CH2:8][C@H:9]2[N:19]3[C:20]4[N:11]([C:12](=[O:22])[CH:13]=[CH:14][C:15]=4[CH:16]=[CH:17][C:18]3=[O:21])[CH2:10]2)[CH2:4][CH2:3]1.[S:24]1[C:33]2[CH:32]=[C:31]([CH:34]=O)[N:30]=[CH:29][C:28]=2[O:27][CH2:26][CH2:25]1.C(O[BH-](OC(=O)C)OC(=O)C)(=O)C.[Na+].C([O-])(O)=O.[Na+].C(Cl)(Cl)[Cl:56]. The catalyst is CO. The product is [ClH:56].[S:24]1[C:33]2[CH:32]=[C:31]([CH2:34][NH:1][C:2]3([CH3:23])[CH2:3][CH2:4][N:5]([CH2:8][C@H:9]4[N:19]5[C:20]6[N:11]([C:12](=[O:22])[CH:13]=[CH:14][C:15]=6[CH:16]=[CH:17][C:18]5=[O:21])[CH2:10]4)[CH2:6][CH2:7]3)[N:30]=[CH:29][C:28]=2[O:27][CH2:26][CH2:25]1. The yield is 0.620.